This data is from NCI-60 drug combinations with 297,098 pairs across 59 cell lines. The task is: Regression. Given two drug SMILES strings and cell line genomic features, predict the synergy score measuring deviation from expected non-interaction effect. (1) Drug 1: C1C(C(OC1N2C=NC(=NC2=O)N)CO)O. Drug 2: C(CN)CNCCSP(=O)(O)O. Cell line: ACHN. Synergy scores: CSS=6.28, Synergy_ZIP=-5.67, Synergy_Bliss=-6.53, Synergy_Loewe=-3.59, Synergy_HSA=-3.71. (2) Drug 1: C1=NC2=C(N=C(N=C2N1C3C(C(C(O3)CO)O)F)Cl)N. Drug 2: CC1=C(N=C(N=C1N)C(CC(=O)N)NCC(C(=O)N)N)C(=O)NC(C(C2=CN=CN2)OC3C(C(C(C(O3)CO)O)O)OC4C(C(C(C(O4)CO)O)OC(=O)N)O)C(=O)NC(C)C(C(C)C(=O)NC(C(C)O)C(=O)NCCC5=NC(=CS5)C6=NC(=CS6)C(=O)NCCC[S+](C)C)O. Cell line: A549. Synergy scores: CSS=28.0, Synergy_ZIP=-3.87, Synergy_Bliss=4.64, Synergy_Loewe=1.17, Synergy_HSA=4.80.